This data is from Full USPTO retrosynthesis dataset with 1.9M reactions from patents (1976-2016). The task is: Predict the reactants needed to synthesize the given product. (1) Given the product [CH:7]1[C:16]2[C:17]3[CH2:23][NH:22][CH2:21][CH2:20][CH2:19][C:18]=3[N:14]3[C:15]=2[C:10]([CH2:11][CH2:12][CH2:13]3)=[CH:9][CH:8]=1, predict the reactants needed to synthesize it. The reactants are: [H-].[H-].[H-].[H-].[Li+].[Al+3].[CH:7]1[C:16]2[C:17]3[C:23](=O)[NH:22][CH2:21][CH2:20][CH2:19][C:18]=3[N:14]3[C:15]=2[C:10]([CH2:11][CH2:12][CH2:13]3)=[CH:9][CH:8]=1.O.[OH-].[Na+]. (2) Given the product [Cl:8][C:9]1[C:18]2[C:13](=[CH:14][CH:15]=[C:16]([C:19]([OH:37])([C:31]3[N:35]([CH3:36])[N:34]=[N:33][CH:32]=3)[CH:20]3[CH2:23][N:22]([C:24](=[O:26])[CH3:2])[CH2:21]3)[CH:17]=2)[N:12]=[C:11]([CH2:38][CH3:39])[C:10]=1[CH2:40][C:41]1[CH:46]=[CH:45][C:44]([C:47]([F:50])([F:48])[F:49])=[CH:43][CH:42]=1, predict the reactants needed to synthesize it. The reactants are: F[C:2](F)(F)C(O)=O.[Cl:8][C:9]1[C:18]2[C:13](=[CH:14][CH:15]=[C:16]([C:19]([OH:37])([C:31]3[N:35]([CH3:36])[N:34]=[N:33][CH:32]=3)[CH:20]3[CH2:23][N:22]([C:24]([O:26]C(C)(C)C)=O)[CH2:21]3)[CH:17]=2)[N:12]=[C:11]([CH2:38][CH3:39])[C:10]=1[CH2:40][C:41]1[CH:46]=[CH:45][C:44]([C:47]([F:50])([F:49])[F:48])=[CH:43][CH:42]=1.C(N(CC)CC)C.C(OC(=O)C)(=O)C.C(=O)(O)[O-].[Na+]. (3) Given the product [NH2:30][C:21]1[N:22]=[C:1]([CH3:2])[C:4]2[C:9](=[O:10])[CH2:8][CH:7]([C:11]3[CH:16]=[CH:15][CH:14]=[CH:13][C:12]=3[O:17][CH3:18])[CH2:6][C:5]=2[N:20]=1, predict the reactants needed to synthesize it. The reactants are: [C:1]([CH:4]1[C:9](=[O:10])[CH2:8][CH:7]([C:11]2[CH:16]=[CH:15][CH:14]=[CH:13][C:12]=2[O:17][CH3:18])[CH2:6][C:5]1=O)(=O)[CH3:2].[NH2:20][C:21]1[N:30]=C(C)C2C(=O)CC(C3C=CC(F)=CC=3)CC=2[N:22]=1.